This data is from Reaction yield outcomes from USPTO patents with 853,638 reactions. The task is: Predict the reaction yield, written as a fraction of the theoretical maximum amount of product (1.0 means a 100% yield; for example, 0.34 means a 34% yield). (1) The reactants are [O:1]=[C:2]1[NH:6][C:5](=[O:7])[C:4](=[CH:8][C:9]2[C:18]3[C:13](=[CH:14][CH:15]=[CH:16][CH:17]=3)[C:12]([O:19][CH2:20][CH2:21][CH2:22][C:23](O)=[O:24])=[CH:11][CH:10]=2)[S:3]1.ON1C2C=CC=CC=2N=N1.Cl.C(N=C=NCCCN(C)C)C.[C:48]([O:52][C:53](=[O:59])[NH:54][CH2:55][CH2:56][CH2:57][NH2:58])([CH3:51])([CH3:50])[CH3:49]. The catalyst is CN(C=O)C. The product is [C:48]([O:52][C:53](=[O:59])[NH:54][CH2:55][CH2:56][CH2:57][NH:58][C:23](=[O:24])[CH2:22][CH2:21][CH2:20][O:19][C:12]1[C:13]2[C:18](=[CH:17][CH:16]=[CH:15][CH:14]=2)[C:9]([CH:8]=[C:4]2[S:3][C:2](=[O:1])[NH:6][C:5]2=[O:7])=[CH:10][CH:11]=1)([CH3:51])([CH3:49])[CH3:50]. The yield is 0.590. (2) The reactants are O=[C:2]([CH3:18])[CH2:3][C@H:4]([NH:11][C:12]([CH:14]1[CH2:17][CH2:16][CH2:15]1)=[O:13])[C:5]1[CH:10]=[CH:9][CH:8]=[CH:7][CH:6]=1.[CH:19]([C:22]1[N:26]=[C:25]([CH:27]2[CH2:32][CH2:31][NH:30][CH2:29][CH2:28]2)[O:24][N:23]=1)([CH3:21])[CH3:20].C([BH3-])#N.[Na+]. The catalyst is CC(C)[O-].CC(C)[O-].CC(C)[O-].CC(C)[O-].[Ti+4]. The product is [CH:19]([C:22]1[N:26]=[C:25]([CH:27]2[CH2:32][CH2:31][N:30]([CH:2]([CH3:18])[CH2:3][C@H:4]([NH:11][C:12]([CH:14]3[CH2:17][CH2:16][CH2:15]3)=[O:13])[C:5]3[CH:10]=[CH:9][CH:8]=[CH:7][CH:6]=3)[CH2:29][CH2:28]2)[O:24][N:23]=1)([CH3:21])[CH3:20]. The yield is 0.230.